Dataset: Catalyst prediction with 721,799 reactions and 888 catalyst types from USPTO. Task: Predict which catalyst facilitates the given reaction. Reactant: C([O:8][C:9](=[O:21])[CH2:10][N:11]1[C:19]2[CH2:18][CH2:17][N:16]([CH3:20])[CH2:15][C:14]=2[N:13]=[CH:12]1)C1C=CC=CC=1. Product: [CH3:20][N:16]1[CH2:17][CH2:18][C:19]2[N:11]([CH2:10][C:9]([OH:21])=[O:8])[CH:12]=[N:13][C:14]=2[CH2:15]1. The catalyst class is: 14.